From a dataset of Full USPTO retrosynthesis dataset with 1.9M reactions from patents (1976-2016). Predict the reactants needed to synthesize the given product. (1) Given the product [CH2:14]([O:13][P:8]([CH:7]([CH2:21][CH2:20][CH:19]=[CH2:18])[C:6]([O:5][CH2:3][CH3:4])=[O:16])([O:10][CH2:11][CH3:12])=[O:9])[CH3:15], predict the reactants needed to synthesize it. The reactants are: [H-].[Na+].[CH2:3]([O:5][C:6](=[O:16])[CH2:7][P:8]([O:13][CH2:14][CH3:15])([O:10][CH2:11][CH3:12])=[O:9])[CH3:4].Br[CH2:18][CH2:19][CH:20]=[CH2:21]. (2) Given the product [O:34]=[C:31]1[C:19]2[CH:24]=[CH:23][CH:22]=[CH:21][C:20]=2[S:16][N:28]1[CH2:2][C:3]([N:5]1[CH2:10][CH2:9][N:8]([C:11]([O:13][CH2:14][CH3:15])=[O:12])[CH2:7][CH2:6]1)=[O:4], predict the reactants needed to synthesize it. The reactants are: I[CH2:2][C:3]([N:5]1[CH2:10][CH2:9][N:8]([C:11]([O:13][CH2:14][CH3:15])=[O:12])[CH2:7][CH2:6]1)=[O:4].[S:16]1(=O)[C:20]2[CH:21]=[CH:22][CH:23]=[CH:24][C:19]=2N=C1.CC[N:28]([CH2:31]C)CC.C([O-])([O-])=[O:34].[Cs+].[Cs+]. (3) Given the product [Br:16][CH2:17][CH2:18][CH2:19][N:3]([CH2:1][CH3:2])[S:4]([C:7]1[CH:12]=[CH:11][CH:10]=[CH:9][C:8]=1[N+:13]([O-:15])=[O:14])(=[O:5])=[O:6], predict the reactants needed to synthesize it. The reactants are: [CH2:1]([NH:3][S:4]([C:7]1[CH:12]=[CH:11][CH:10]=[CH:9][C:8]=1[N+:13]([O-:15])=[O:14])(=[O:6])=[O:5])[CH3:2].[Br:16][CH2:17][CH2:18][CH2:19]Br.[H-].[Na+].C(Cl)Cl. (4) Given the product [F:20][C:21]([F:34])([F:33])[S:22]([O:1][CH2:2][CH2:3][CH2:4][S:5][CH:6]1[CH2:10][CH2:9][O:8][C:7]1=[O:11])(=[O:24])=[O:23], predict the reactants needed to synthesize it. The reactants are: [OH:1][CH2:2][CH2:3][CH2:4][S:5][CH:6]1[CH2:10][CH2:9][O:8][C:7]1=[O:11].CC1C=CC=C(C)N=1.[F:20][C:21]([F:34])([F:33])[S:22](O[S:22]([C:21]([F:34])([F:33])[F:20])(=[O:24])=[O:23])(=[O:24])=[O:23]. (5) The reactants are: [CH3:1][N:2]([CH3:6])[CH2:3][CH2:4][OH:5].[H-].[Na+].[NH2:9][C:10]1[N:15]=[C:14]([C:16]2[C:24]3[C:23](O)=[CH:22][CH:21]=[N:20][C:19]=3[N:18]([CH2:26][O:27][CH2:28][CH2:29][Si:30]([CH3:33])([CH3:32])[CH3:31])[CH:17]=2)[CH:13]=[CH:12][N:11]=1.[NH4+].[OH-]. Given the product [CH3:1][N:2]([CH3:6])[CH2:3][CH2:4][O:5][C:22]1[CH:23]=[C:24]2[C:16]([C:14]3[CH:13]=[CH:12][N:11]=[C:10]([NH2:9])[N:15]=3)=[CH:17][N:18]([CH2:26][O:27][CH2:28][CH2:29][Si:30]([CH3:33])([CH3:32])[CH3:31])[C:19]2=[N:20][CH:21]=1, predict the reactants needed to synthesize it. (6) Given the product [NH2:11][C:4]1[CH:3]=[CH:2][C:7]([OH:8])=[C:6]([F:9])[C:5]=1[CH3:10], predict the reactants needed to synthesize it. The reactants are: Cl[C:2]1[C:7]([OH:8])=[C:6]([F:9])[C:5]([CH3:10])=[C:4]([N+:11]([O-])=O)[CH:3]=1.C([O-])=O.[NH4+]. (7) Given the product [Cl:12][C:13]1[CH:14]=[C:15]([CH2:16][NH2:17])[CH:25]=[CH:26][C:27]=1[N:28]1[CH2:29][CH2:30][N:31]([CH3:34])[CH2:32][CH2:33]1, predict the reactants needed to synthesize it. The reactants are: ClC1C=C(C=C(Cl)C=1N)CN.[Cl:12][C:13]1[CH:14]=[C:15]([CH:25]=[CH:26][C:27]=1[N:28]1[CH2:33][CH2:32][N:31]([CH3:34])[CH2:30][CH2:29]1)[CH2:16][NH:17]C(=O)OC(C)(C)C.C(O)(C(F)(F)F)=O. (8) Given the product [S:16]1[CH:17]=[CH:18][N:14]2[CH:13]=[N:12][C:11]([C:19]([OH:21])=[O:20])=[C:15]12, predict the reactants needed to synthesize it. The reactants are: C([Mg]Br)C.C1COCC1.I[C:11]1[N:12]=[CH:13][N:14]2[CH:18]=[CH:17][S:16][C:15]=12.[C:19](=[O:21])=[O:20].[OH-].[Na+]. (9) Given the product [C:21]([C:13]1[C:14]([O:16][CH2:17][CH2:18][O:19][CH3:20])=[CH:15][C:10]([NH:9][C:8]([N:35]2[CH2:41][CH2:40][CH2:39][CH2:38][C:37]3[CH:42]=[CH:43][C:44]([CH:46]=[O:47])=[N:45][C:36]2=3)=[O:23])=[N:11][CH:12]=1)#[N:22], predict the reactants needed to synthesize it. The reactants are: C1(O[C:8](=[O:23])[NH:9][C:10]2[CH:15]=[C:14]([O:16][CH2:17][CH2:18][O:19][CH3:20])[C:13]([C:21]#[N:22])=[CH:12][N:11]=2)C=CC=CC=1.C(C1C=CC(NC([N:35]2[CH2:41][CH2:40][CH2:39][CH2:38][C:37]3[CH:42]=[CH:43][C:44]([CH:46](OC)[O:47]C)=[N:45][C:36]2=3)=O)=NC=1)#N.